From a dataset of Reaction yield outcomes from USPTO patents with 853,638 reactions. Predict the reaction yield, written as a fraction of the theoretical maximum amount of product (1.0 means a 100% yield; for example, 0.34 means a 34% yield). (1) The reactants are [CH:1]1([C:7]2[CH:8]=[C:9]([NH2:19])[CH:10]=[N:11][C:12]=2[O:13][CH2:14][C:15]([F:18])([F:17])[F:16])[CH2:6][CH2:5][CH2:4][CH2:3][CH2:2]1.[CH3:20][C:21]1[CH:22]=[C:23]([C:26](O)=[O:27])[NH:24][N:25]=1. No catalyst specified. The product is [CH:1]1([C:7]2[CH:8]=[C:9]([NH:19][C:26]([C:23]3[NH:24][N:25]=[C:21]([CH3:20])[CH:22]=3)=[O:27])[CH:10]=[N:11][C:12]=2[O:13][CH2:14][C:15]([F:16])([F:17])[F:18])[CH2:2][CH2:3][CH2:4][CH2:5][CH2:6]1. The yield is 0.482. (2) The reactants are [CH3:1][N:2]1[C:6]([C:7]2[CH:8]=[C:9]3[C:13](=[CH:14][CH:15]=2)[NH:12][C:11](=O)[CH2:10]3)=[CH:5][C:4]([C:17]([F:20])([F:19])[F:18])=[N:3]1.P(Br)(Br)([Br:23])=O.N1C=CN=C1.C([O-])(O)=O.[Na+]. The catalyst is C(Cl)CCl. The product is [Br:23][C:11]1[NH:12][C:13]2[C:9]([CH:10]=1)=[CH:8][C:7]([C:6]1[N:2]([CH3:1])[N:3]=[C:4]([C:17]([F:20])([F:19])[F:18])[CH:5]=1)=[CH:15][CH:14]=2. The yield is 0.100. (3) The reactants are B(Br)(Br)Br.C[O:6][C:7]1[CH:12]=[CH:11][C:10]([CH3:13])=[CH:9][C:8]=1[C:14]1[N:23]=[C:22]([NH:24][C@H:25]2[CH2:29][CH2:28][N:27](C(OC(C)(C)C)=O)[CH2:26]2)[C:21]2[C:16](=[CH:17][CH:18]=[CH:19][CH:20]=2)[N:15]=1. The catalyst is ClCCl. The product is [CH3:13][C:10]1[CH:11]=[CH:12][C:7]([OH:6])=[C:8]([C:14]2[N:23]=[C:22]([NH:24][C@H:25]3[CH2:29][CH2:28][NH:27][CH2:26]3)[C:21]3[C:16](=[CH:17][CH:18]=[CH:19][CH:20]=3)[N:15]=2)[CH:9]=1. The yield is 0.350. (4) The reactants are [NH2:1][C:2]1[C:11]2[C:6](=[C:7](Br)[CH:8]=[CH:9][CH:10]=2)[N:5]=[N:4][C:3]=1[C:13]([NH:15][CH2:16][CH2:17][CH3:18])=[O:14].[Cl:19][C:20]1[C:25]([Cl:26])=[CH:24][CH:23]=[CH:22][C:21]=1B(O)O. No catalyst specified. The product is [NH2:1][C:2]1[C:11]2[C:6](=[C:7]([C:24]3[CH:23]=[CH:22][CH:21]=[C:20]([Cl:19])[C:25]=3[Cl:26])[CH:8]=[CH:9][CH:10]=2)[N:5]=[N:4][C:3]=1[C:13]([NH:15][CH2:16][CH2:17][CH3:18])=[O:14]. The yield is 0.831. (5) The reactants are [NH:1]1[C:9]2[C:4](=[CH:5][CH:6]=[C:7]([C:10]#[N:11])[CH:8]=2)[CH:3]=[CH:2]1.[N+:12]([C:15]1[CH:20]=[CH:19][CH:18]=[CH:17][C:16]=1[S:21]Cl)([O-:14])=[O:13]. The catalyst is C(OCC)C. The product is [N+:12]([C:15]1[CH:20]=[CH:19][CH:18]=[CH:17][C:16]=1[S:21][C:3]1[C:4]2[C:9](=[CH:8][C:7]([C:10]#[N:11])=[CH:6][CH:5]=2)[NH:1][CH:2]=1)([O-:14])=[O:13]. The yield is 0.780. (6) The reactants are [C:1]([C:3]([C:6]1[CH:7]=[C:8]([CH:12]=[CH:13][CH:14]=1)[C:9]([OH:11])=[O:10])([CH3:5])[CH3:4])#N.CCCCCC.[H-].C([Al+]CC(C)C)C(C)C.Cl.C(OCC)(=[O:34])C. The catalyst is C1(C)C=CC=CC=1.O1CCCC1. The product is [CH3:5][C:3]([C:6]1[CH:7]=[C:8]([CH:12]=[CH:13][CH:14]=1)[C:9]([OH:11])=[O:10])([CH3:4])[CH:1]=[O:34]. The yield is 0.730. (7) The reactants are [NH2:1][C:2]1[CH:3]=[C:4]([C:8]2[C:16]3[C:11](=[CH:12][CH:13]=[C:14]([C:17]([NH2:19])=[O:18])[CH:15]=3)[N:10](C3CCCCO3)[N:9]=2)[CH:5]=[CH:6][CH:7]=1.[F:26][C:27]([F:39])([F:38])[C:28]1[CH:33]=[CH:32][C:31]([CH2:34][C:35](O)=[O:36])=[CH:30][CH:29]=1.CCN=C=NCCCN(C)C. No catalyst specified. The product is [F:26][C:27]([F:38])([F:39])[C:28]1[CH:29]=[CH:30][C:31]([CH2:34][C:35]([NH:1][C:2]2[CH:3]=[C:4]([C:8]3[C:16]4[C:11](=[CH:12][CH:13]=[C:14]([C:17]([NH2:19])=[O:18])[CH:15]=4)[NH:10][N:9]=3)[CH:5]=[CH:6][CH:7]=2)=[O:36])=[CH:32][CH:33]=1. The yield is 0.110. (8) The reactants are [Cl:1][C:2]1[C:3]([O:12][C:13]2[CH:18]=[C:17]([O:19][C:20]3[N:25]=[CH:24][CH:23]=[CH:22][N:21]=3)[CH:16]=[CH:15][C:14]=2/[CH:26]=[CH:27]/[C:28](O)=[O:29])=[N:4][CH:5]=[C:6]([C:8]([F:11])([F:10])[F:9])[CH:7]=1.Cl.C(N=C=NCCCN(C)C)C.[CH2:43]([S:48]([NH2:51])(=[O:50])=[O:49])[CH2:44][CH2:45][CH2:46][CH3:47].Cl. The catalyst is C(#N)C.CN(C)C1C=CN=CC=1.C(OCC)(=O)C. The product is [Cl:1][C:2]1[C:3]([O:12][C:13]2[CH:18]=[C:17]([O:19][C:20]3[N:21]=[CH:22][CH:23]=[CH:24][N:25]=3)[CH:16]=[CH:15][C:14]=2/[CH:26]=[CH:27]/[C:28]([NH:51][S:48]([CH2:43][CH2:44][CH2:45][CH2:46][CH3:47])(=[O:50])=[O:49])=[O:29])=[N:4][CH:5]=[C:6]([C:8]([F:11])([F:10])[F:9])[CH:7]=1. The yield is 0.120. (9) The reactants are Cl.[NH2:2][C:3]1[CH:12]=[C:11]([C:13]([O:15][CH3:16])=[O:14])[CH:10]=[CH:9][C:4]=1[C:5](OC)=[O:6].[N:17]#[C:18][NH2:19]. The catalyst is C(#N)C. The product is [NH2:19][C:18]1[N:2]=[C:3]2[CH:4]([C:5](=[O:6])[N:17]=1)[CH:9]=[CH:10][C:11]([C:13]([O:15][CH3:16])=[O:14])=[CH:12]2. The yield is 0.787.